The task is: Regression/Classification. Given a drug SMILES string, predict its absorption, distribution, metabolism, or excretion properties. Task type varies by dataset: regression for continuous measurements (e.g., permeability, clearance, half-life) or binary classification for categorical outcomes (e.g., BBB penetration, CYP inhibition). Dataset: b3db_classification.. This data is from Blood-brain barrier permeability classification from the B3DB database. (1) The compound is Cc1nc(Nc2ccc(F)cc2)nc(N2CCc3ccccc3[C@@H]2C)c1C. The result is 1 (penetrates BBB). (2) The compound is CCCCC(CC)CNC(=O)CC(C)O. The result is 1 (penetrates BBB).